From a dataset of Full USPTO retrosynthesis dataset with 1.9M reactions from patents (1976-2016). Predict the reactants needed to synthesize the given product. (1) Given the product [CH3:1][C:2]1[N:11]=[C:10]2[C:5]([CH:6]=[C:7]([C:16]([OH:18])=[O:17])[C:8]([C:12]([F:15])([F:13])[F:14])=[N:9]2)=[CH:4][CH:3]=1, predict the reactants needed to synthesize it. The reactants are: [CH3:1][C:2]1[N:11]=[C:10]2[C:5]([CH:6]=[C:7]([C:16]([O:18]CC)=[O:17])[C:8]([C:12]([F:15])([F:14])[F:13])=[N:9]2)=[CH:4][CH:3]=1.O.O.[OH-].[Li+].Cl. (2) The reactants are: [NH2:1][C:2]1[CH:7]=[CH:6][C:5]([Cl:8])=[CH:4][N:3]=1.C[Si]([N-][Si](C)(C)C)(C)C.[Li+].[CH2:19]([O:21][C:22]([CH:24]1[CH:26]([CH2:27][OH:28])[CH:25]1[C:29](=[O:45])[NH:30][C:31]1[CH:36]=[CH:35][C:34]([N:37]2[CH:42]=[CH:41][CH:40]=[CH:39][C:38]2=[O:43])=[CH:33][C:32]=1[F:44])=[O:23])C.CO. Given the product [CH3:19][O:21][C:22]([CH:24]1[CH:25]([C:29](=[O:45])[NH:30][C:31]2[CH:36]=[CH:35][C:34]([N:37]3[CH:42]=[CH:41][CH:40]=[CH:39][C:38]3=[O:43])=[CH:33][C:32]=2[F:44])[CH:26]1[C:27](=[O:28])[NH:1][C:2]1[CH:7]=[CH:6][C:5]([Cl:8])=[CH:4][N:3]=1)=[O:23], predict the reactants needed to synthesize it. (3) Given the product [CH3:46][O:47][C:48]1[CH:53]=[CH:52][C:51]([CH2:54][NH:9][C:10]2[CH:11]=[C:12]([N:16]([CH2:24][C:25]3[CH:30]=[CH:29][CH:28]=[C:27]([O:31][C:32]([F:37])([F:36])[CH:33]([F:34])[F:35])[CH:26]=3)[CH2:17][CH:18]([OH:23])[C:19]([F:22])([F:20])[F:21])[CH:13]=[CH:14][CH:15]=2)=[CH:50][CH:49]=1, predict the reactants needed to synthesize it. The reactants are: COC1C=CC([NH:9][C:10]2[CH:11]=[C:12]([N:16]([CH2:24][C:25]3[CH:30]=[CH:29][CH:28]=[C:27]([O:31][C:32]([F:37])([F:36])[CH:33]([F:35])[F:34])[CH:26]=3)[CH2:17][CH:18]([OH:23])[C:19]([F:22])([F:21])[F:20])[CH:13]=[CH:14][CH:15]=2)=CC=1.CI.C(=O)([O-])[O-].[Cs+].[Cs+].[CH3:46][O:47][C:48]1[CH:53]=[CH:52][C:51]([CH2:54]NC2C=C(CC(NCC3C=CC=C(OC(F)(F)C(F)F)C=3)(O)C(F)(F)F)C=CC=2)=[CH:50][CH:49]=1. (4) The reactants are: Cl[C:2]1[N:3]=[CH:4][C:5]2[CH:10]=[C:9]([C:11]3[O:15][CH:14]=[N:13][CH:12]=3)[N:8]([CH:16]3[CH2:20][CH2:19][CH2:18][CH2:17]3)[C:6]=2[N:7]=1.C(OC([N:28]1[CH2:33][CH2:32][N:31]([C:34]2[CH:35]=[N:36][C:37]([NH2:40])=[CH:38][CH:39]=2)[CH2:30][CH2:29]1)=O)(C)(C)C. Given the product [CH:16]1([N:8]2[C:6]3[N:7]=[C:2]([NH:40][C:37]4[CH:38]=[CH:39][C:34]([N:31]5[CH2:30][CH2:29][NH:28][CH2:33][CH2:32]5)=[CH:35][N:36]=4)[N:3]=[CH:4][C:5]=3[CH:10]=[C:9]2[C:11]2[O:15][CH:14]=[N:13][CH:12]=2)[CH2:20][CH2:19][CH2:18][CH2:17]1, predict the reactants needed to synthesize it. (5) Given the product [Cl:18][C:17]1[CH:16]=[C:15]2[C:11]([CH:12]=[C:13]([C:30]3[CH:35]=[CH:34][CH:33]=[CH:32][CH:31]=3)[N:14]2[CH2:19][C:20]2[N:25]=[C:24]([C:26]([O:28][CH3:29])=[O:27])[CH:23]=[CH:22][CH:21]=2)=[CH:10][C:9]=1[OH:8], predict the reactants needed to synthesize it. The reactants are: C([O:8][C:9]1[CH:10]=[C:11]2[C:15](=[CH:16][C:17]=1[Cl:18])[N:14]([CH2:19][C:20]1[N:25]=[C:24]([C:26]([O:28][CH3:29])=[O:27])[CH:23]=[CH:22][CH:21]=1)[C:13]([C:30]1[CH:35]=[CH:34][CH:33]=[CH:32][CH:31]=1)=[CH:12]2)C1C=CC=CC=1. (6) Given the product [Cl:1][C:2]1[CH:27]=[CH:26][C:5]([O:6][CH2:7][C:8]([N:10]2[CH2:15][C@H:14]([CH3:16])[N:13]([CH2:17][C:18]3[CH:23]=[CH:22][C:21]([F:24])=[CH:20][CH:19]=3)[CH2:12][C@H:11]2[CH3:25])=[O:9])=[C:4]([CH2:28][Cl:32])[CH:3]=1, predict the reactants needed to synthesize it. The reactants are: [Cl:1][C:2]1[CH:27]=[CH:26][C:5]([O:6][CH2:7][C:8]([N:10]2[CH2:15][C@H:14]([CH3:16])[N:13]([CH2:17][C:18]3[CH:23]=[CH:22][C:21]([F:24])=[CH:20][CH:19]=3)[CH2:12][C@H:11]2[CH3:25])=[O:9])=[C:4]([CH2:28]O)[CH:3]=1.S(Cl)([Cl:32])=O.